This data is from Reaction yield outcomes from USPTO patents with 853,638 reactions. The task is: Predict the reaction yield, written as a fraction of the theoretical maximum amount of product (1.0 means a 100% yield; for example, 0.34 means a 34% yield). (1) The reactants are [NH2:1][C:2]1[C:7]([O:8][CH3:9])=[CH:6][C:5]([C:10]([N:12]2[CH2:17][CH2:16][O:15][CH2:14][CH2:13]2)=[O:11])=[C:4]([C:18]([F:21])([F:20])[F:19])[CH:3]=1.Cl[C:23]1[N:28]=[C:27]([NH:29][CH3:30])[C:26]([C:31]([F:34])([F:33])[F:32])=[CH:25][N:24]=1.C1(C)C=CC(S(O)(=O)=O)=CC=1.C(=O)(O)[O-].[Na+]. The catalyst is O1CCOCC1.C(Cl)Cl. The product is [CH3:9][O:8][C:7]1[C:2]([NH:1][C:23]2[N:28]=[C:27]([NH:29][CH3:30])[C:26]([C:31]([F:34])([F:32])[F:33])=[CH:25][N:24]=2)=[CH:3][C:4]([C:18]([F:21])([F:20])[F:19])=[C:5]([C:10]([N:12]2[CH2:13][CH2:14][O:15][CH2:16][CH2:17]2)=[O:11])[CH:6]=1. The yield is 0.750. (2) The reactants are [Cl:1][C:2]1[CH:7]=[CH:6][C:5]([S:8](Cl)(=[O:10])=[O:9])=[CH:4][C:3]=1[N+:12]([O-:14])=[O:13].[CH3:15][N:16]1[CH2:21][CH2:20][NH:19][CH2:18][CH2:17]1.C(N(CC)CC)C. The catalyst is C(Cl)Cl. The product is [Cl:1][C:2]1[CH:7]=[CH:6][C:5]([S:8]([N:19]2[CH2:20][CH2:21][N:16]([CH3:15])[CH2:17][CH2:18]2)(=[O:10])=[O:9])=[CH:4][C:3]=1[N+:12]([O-:14])=[O:13]. The yield is 0.580. (3) The reactants are [F:1][C:2]1[CH:7]=[CH:6][C:5]([CH:8]2[CH:17]([C:18]3[N:19]=[N:20][N:21]([CH3:23])[CH:22]=3)[C:16](=O)[C:15]3[C:14]([C:25](OCC)=O)=[CH:13][CH:12]=[CH:11][C:10]=3[NH:9]2)=[CH:4][CH:3]=1.[OH2:30].[NH2:31][NH2:32]. No catalyst specified. The product is [F:1][C:2]1[CH:3]=[CH:4][C:5]([CH:8]2[NH:9][C:10]3[C:15]4[C:16](=[N:31][NH:32][C:25](=[O:30])[C:14]=4[CH:13]=[CH:12][CH:11]=3)[CH:17]2[C:18]2[N:19]=[N:20][N:21]([CH3:23])[CH:22]=2)=[CH:6][CH:7]=1. The yield is 0.390. (4) The reactants are [CH3:1][CH:2]([NH:4][C:5]1[CH:9]=[C:8]([C:10]2[CH:15]=[CH:14][N:13]=[CH:12][CH:11]=2)[S:7][C:6]=1[C:16]([O:18]C)=[O:17])[CH3:3].[OH-].[Na+]. The yield is 0.960. The product is [CH3:3][CH:2]([NH:4][C:5]1[CH:9]=[C:8]([C:10]2[CH:15]=[CH:14][N:13]=[CH:12][CH:11]=2)[S:7][C:6]=1[C:16]([OH:18])=[O:17])[CH3:1]. The catalyst is CO. (5) The reactants are [O:1]([C:8]1[CH:13]=[CH:12][C:11]([CH2:14][C:15](Cl)=[N:16][OH:17])=[CH:10][N:9]=1)[C:2]1[CH:7]=[CH:6][CH:5]=[CH:4][CH:3]=1.[C:19]([C:21]1[C:22]([NH2:28])=[N:23][C:24]([NH2:27])=[CH:25][CH:26]=1)#[CH:20].C(N(CC)CC)C. The catalyst is O1CCCC1. The product is [O:1]([C:8]1[N:9]=[CH:10][C:11]([CH2:14][C:15]2[CH:20]=[C:19]([C:21]3[C:22]([NH2:28])=[N:23][C:24]([NH2:27])=[CH:25][CH:26]=3)[O:17][N:16]=2)=[CH:12][CH:13]=1)[C:2]1[CH:7]=[CH:6][CH:5]=[CH:4][CH:3]=1. The yield is 0.970. (6) The reactants are C(OC(=O)[NH:7][CH2:8][C:9]1[N:13]([CH:14]2[CH2:16][CH2:15]2)[C:12]([S:17][CH2:18][C:19]2[N:20]=[C:21]([NH:24][C:25]([NH:27][C:28]3[CH:33]=[CH:32][C:31]([CH3:34])=[CH:30][C:29]=3[C:35]([CH:37]3[CH2:41][CH2:40][CH2:39][CH2:38]3)=[O:36])=[O:26])[S:22][CH:23]=2)=[N:11][N:10]=1)(C)(C)C.Cl. No catalyst specified. The product is [NH2:7][CH2:8][C:9]1[N:13]([CH:14]2[CH2:16][CH2:15]2)[C:12]([S:17][CH2:18][C:19]2[N:20]=[C:21]([NH:24][C:25]([NH:27][C:28]3[CH:33]=[CH:32][C:31]([CH3:34])=[CH:30][C:29]=3[C:35]([CH:37]3[CH2:38][CH2:39][CH2:40][CH2:41]3)=[O:36])=[O:26])[S:22][CH:23]=2)=[N:11][N:10]=1. The yield is 0.990. (7) The reactants are O1CCCC1.[CH3:6][N:7]1[C@@H:11]([CH3:12])[C@@H:10]([C:13]2[CH:18]=[CH:17][CH:16]=[CH:15][CH:14]=2)[N:9]([C:19](=[O:36])[CH2:20][CH2:21][CH2:22][C:23]([F:35])([F:34])[C:24]([F:33])([F:32])[C:25]([F:31])([F:30])[C:26]([F:29])([F:28])[F:27])[C:8]1=[O:37].C[Si]([N-][Si](C)(C)C)(C)C.[Li+].Br[CH2:49][CH2:50][CH2:51][CH2:52][CH2:53][CH2:54][CH:55]=[CH2:56]. The catalyst is CN(P(N(C)C)(N(C)C)=O)C. The product is [CH3:6][N:7]1[C@@H:11]([CH3:12])[C@@H:10]([C:13]2[CH:18]=[CH:17][CH:16]=[CH:15][CH:14]=2)[N:9]([C:19](=[O:36])[C@@H:20]([CH2:21][CH2:22][C:23]([F:35])([F:34])[C:24]([F:33])([F:32])[C:25]([F:30])([F:31])[C:26]([F:27])([F:28])[F:29])[CH2:56][CH2:55][CH2:54][CH2:53][CH2:52][CH2:51][CH:50]=[CH2:49])[C:8]1=[O:37]. The yield is 0.930. (8) The product is [ClH:30].[CH3:22][O:21][CH2:20][CH:12]1[CH2:11][NH:10][CH2:15][CH:14]([CH2:16][O:17][CH3:18])[N:13]1[CH3:19]. The catalyst is C1(C)C(C)=CC=CC=1. The yield is 0.560. The reactants are C1(S([N:10]2[CH2:15][CH:14]([CH2:16][O:17][CH3:18])[N:13]([CH3:19])[CH:12]([CH2:20][O:21][CH3:22])[CH2:11]2)(=O)=O)C=CC=CC=1.C1(C)C=CC=CC=1.[ClH:30].